Predict the reaction yield, written as a fraction of the theoretical maximum amount of product (1.0 means a 100% yield; for example, 0.34 means a 34% yield). From a dataset of Reaction yield outcomes from USPTO patents with 853,638 reactions. (1) The reactants are [Br:1][C:2]1[CH:3]=[C:4]([NH2:9])[C:5]([CH3:8])=[N:6][CH:7]=1.[C:10](OC(=O)C)(=[O:12])[CH3:11]. The catalyst is C(O)(=O)C. The product is [Br:1][C:2]1[CH:3]=[C:4]([NH:9][C:10](=[O:12])[CH3:11])[C:5]([CH3:8])=[N:6][CH:7]=1. The yield is 0.710. (2) The reactants are C1C=C(Cl)C=C(C(OO)=[O:9])C=1.[Br:12][C:13]1[CH:18]=[CH:17][CH:16]=[C:15]([S:19][CH2:20][CH3:21])[CH:14]=1.C(Cl)Cl.[OH2:25]. No catalyst specified. The product is [Br:12][C:13]1[CH:18]=[CH:17][CH:16]=[C:15]([S:19]([CH2:20][CH3:21])(=[O:9])=[O:25])[CH:14]=1. The yield is 0.920. (3) The reactants are [F:1][C:2]1[CH:7]=[CH:6][C:5]([C:8]2[C:12]([C:13]3[CH:18]=[CH:17][N:16]=[CH:15][CH:14]=3)=[C:11]([CH3:19])[NH:10][N:9]=2)=[CH:4][CH:3]=1.[Mn]([O-])(=O)(=O)=[O:21].[K+].[OH2:26]. The catalyst is C(O)(C)(C)C. The product is [OH2:21].[F:1][C:2]1[CH:3]=[CH:4][C:5]([C:8]2[NH:9][N:10]=[C:11]([C:19]([OH:21])=[O:26])[C:12]=2[C:13]2[CH:18]=[CH:17][N:16]=[CH:15][CH:14]=2)=[CH:6][CH:7]=1. The yield is 0.406.